This data is from Forward reaction prediction with 1.9M reactions from USPTO patents (1976-2016). The task is: Predict the product of the given reaction. Given the reactants CCN(CC)CC.[B-](F)(F)(F)F.CCN([S+](F)[F:19])CC.O[C@@H:22]([C:42]1[CH:47]=[N:46][C:45]([N:48]2[CH:52]=[N:51][N:50]=[N:49]2)=[CH:44][N:43]=1)[CH2:23][NH+:24]1[CH2:41][CH2:40][C:27]2([C:31](=[O:32])[N:30]([C:33]3[CH2:34][O:35][C:36](=[O:39])[C:37]=3[CH3:38])[CH2:29][CH2:28]2)[CH2:26][CH2:25]1, predict the reaction product. The product is: [N:48]1([C:45]2[N:46]=[CH:47][C:42]([C@@H:22]([F:19])[CH2:23][N:24]3[CH2:41][CH2:40][C:27]4([C:31](=[O:32])[N:30]([C:33]5[CH2:34][O:35][C:36](=[O:39])[C:37]=5[CH3:38])[CH2:29][CH2:28]4)[CH2:26][CH2:25]3)=[N:43][CH:44]=2)[CH:52]=[N:51][N:50]=[N:49]1.